This data is from Catalyst prediction with 721,799 reactions and 888 catalyst types from USPTO. The task is: Predict which catalyst facilitates the given reaction. (1) Reactant: C[O:2][C:3](=[O:13])[C:4]([C:6]1[CH:11]=[CH:10][C:9]([Cl:12])=[CH:8][CH:7]=1)=[O:5].[OH-].[Na+].Cl. Product: [Cl:12][C:9]1[CH:8]=[CH:7][C:6]([C:4](=[O:5])[C:3]([OH:13])=[O:2])=[CH:11][CH:10]=1. The catalyst class is: 8. (2) Reactant: F[C:2]1[CH:9]=[CH:8][C:5]([CH:6]=[O:7])=[CH:4][CH:3]=1.[OH:10][CH2:11][CH:12]1[CH2:17][CH2:16][NH:15][CH2:14][CH2:13]1.C(=O)([O-])[O-].[Cs+].[Cs+].O. Product: [OH:10][CH2:11][CH:12]1[CH2:17][CH2:16][N:15]([C:2]2[CH:9]=[CH:8][C:5]([CH:6]=[O:7])=[CH:4][CH:3]=2)[CH2:14][CH2:13]1. The catalyst class is: 3. (3) Reactant: [CH2:1]([N:4]([CH2:19][CH2:20][CH3:21])[CH2:5][CH2:6][CH2:7][CH2:8][NH:9][CH2:10][C:11]1[CH:18]=[CH:17][C:14]([C:15]#[N:16])=[CH:13][CH:12]=1)[CH2:2][CH3:3].[CH3:22][C:23]1[O:27][C:26]([CH:28]=O)=[CH:25][CH:24]=1.C(O[BH-](OC(=O)C)OC(=O)C)(=O)C.[Na+].C(=O)(O)[O-].[Na+]. Product: [CH2:19]([N:4]([CH2:1][CH2:2][CH3:3])[CH2:5][CH2:6][CH2:7][CH2:8][N:9]([CH2:10][C:11]1[CH:12]=[CH:13][C:14]([C:15]#[N:16])=[CH:17][CH:18]=1)[CH2:28][C:26]1[O:27][C:23]([CH3:22])=[CH:24][CH:25]=1)[CH2:20][CH3:21]. The catalyst class is: 8. (4) Reactant: Br[C:2]1[CH:3]=[C:4]([CH2:12][CH2:13][O:14][CH3:15])[C:5]([O:10][CH3:11])=[C:6]([O:8][CH3:9])[CH:7]=1.C([Li])CCC.[CH:21](N1CCOCC1)=[O:22].[Cl-].[NH4+]. Product: [CH3:9][O:8][C:6]1[CH:7]=[C:2]([CH:3]=[C:4]([CH2:12][CH2:13][O:14][CH3:15])[C:5]=1[O:10][CH3:11])[CH:21]=[O:22]. The catalyst class is: 56. (5) Reactant: O[CH2:2][C@@H:3]([NH:5][S:6]([C:9]1[C:14]([N+:15]([O-:17])=[O:16])=[CH:13][C:12]([CH3:18])=[CH:11][C:10]=1[CH3:19])(=[O:8])=[O:7])[CH3:4].[H-].[Na+].[H][H].C1(C)C=CC(S(Cl)(=O)=O)=CC=1. Product: [CH3:19][C:10]1[CH:11]=[C:12]([CH3:18])[CH:13]=[C:14]([N+:15]([O-:17])=[O:16])[C:9]=1[S:6]([N@:5]1[CH2:2][CH:3]1[CH3:4])(=[O:8])=[O:7]. The catalyst class is: 220.